Dataset: Full USPTO retrosynthesis dataset with 1.9M reactions from patents (1976-2016). Task: Predict the reactants needed to synthesize the given product. (1) Given the product [CH3:28][C:7]1[CH:8]=[C:9]([S:12][CH2:13][C:14]2[CH:19]=[CH:18][C:17]([O:20][CH2:21][C:22]3[CH:27]=[CH:26][CH:25]=[CH:24][N:23]=3)=[CH:16][CH:15]=2)[CH:10]=[CH:11][C:6]=1[O:5][CH2:4][C:3]([OH:29])=[O:2], predict the reactants needed to synthesize it. The reactants are: C[O:2][C:3](=[O:29])[CH2:4][O:5][C:6]1[CH:11]=[CH:10][C:9]([S:12][CH2:13][C:14]2[CH:19]=[CH:18][C:17]([O:20][CH2:21][C:22]3[CH:27]=[CH:26][CH:25]=[CH:24][N:23]=3)=[CH:16][CH:15]=2)=[CH:8][C:7]=1[CH3:28].[K+].[Br-].C(O)(C(F)(F)F)=O. (2) Given the product [CH2:15]([O:16][C:3]1[CH:4]=[C:5]([CH:9]=[C:10]([F:12])[CH:11]=1)[C:6]([OH:8])=[O:7])[CH3:14], predict the reactants needed to synthesize it. The reactants are: [Na].F[C:3]1[CH:4]=[C:5]([CH:9]=[C:10]([F:12])[CH:11]=1)[C:6]([OH:8])=[O:7].Cl.[CH3:14][CH2:15][OH:16]. (3) Given the product [NH2:30][C:28](=[O:29])[CH2:27][CH2:26][NH:25][C:16]([C:15]1[CH:14]=[N:13][N:10]2[C:11]([CH3:12])=[C:6]([CH2:5][C:4]3[CH:20]=[C:21]([Cl:23])[CH:22]=[C:2]([Cl:1])[CH:3]=3)[C:7]([CH3:19])=[N:8][C:9]=12)=[O:18], predict the reactants needed to synthesize it. The reactants are: [Cl:1][C:2]1[CH:3]=[C:4]([CH:20]=[C:21]([Cl:23])[CH:22]=1)[CH2:5][C:6]1[C:7]([CH3:19])=[N:8][C:9]2[N:10]([N:13]=[CH:14][C:15]=2[C:16]([OH:18])=O)[C:11]=1[CH3:12].Cl.[NH2:25][CH2:26][CH2:27][C:28]([NH2:30])=[O:29].CN(C(ON1N=NC2C=CC=CC1=2)=[N+](C)C)C.[B-](F)(F)(F)F.C(N(CC)CC)C. (4) Given the product [C:32]([O:36][C:37](=[O:49])[CH2:38][O:39][C:40]1[CH:45]=[CH:44][C:43]([Cl:46])=[CH:42][C:41]=1[C:47]#[C:48][C:53]1[CH:54]=[C:55]([S:57]([CH:60]([CH3:61])[CH3:62])(=[O:58])=[O:59])[CH:56]=[CH:51][C:52]=1[Cl:63])([CH3:35])([CH3:34])[CH3:33], predict the reactants needed to synthesize it. The reactants are: C(OC(=O)COC1C=CC(Cl)=CC=1C#CC1C=C(S(CCC)(=O)=O)C=CC=1F)(C)(C)C.[C:32]([O:36][C:37](=[O:49])[CH2:38][O:39][C:40]1[CH:45]=[CH:44][C:43]([Cl:46])=[CH:42][C:41]=1[C:47]#[CH:48])([CH3:35])([CH3:34])[CH3:33].Br[C:51]1[CH:56]=[C:55]([S:57]([CH:60]([CH3:62])[CH3:61])(=[O:59])=[O:58])[CH:54]=[CH:53][C:52]=1[Cl:63]. (5) The reactants are: [Br:1][CH2:2][CH2:3][CH2:4][CH2:5][CH2:6][CH2:7][CH2:8][CH2:9][CH2:10][OH:11].C(=O)(O)[O-].[Na+].[Br-].[K+].S(=O)(O)[O-].[Na+]. Given the product [Br:1][CH2:2][CH2:3][CH2:4][CH2:5][CH2:6][CH2:7][CH2:8][CH2:9][CH:10]=[O:11], predict the reactants needed to synthesize it. (6) Given the product [Cl:1][C:2]1[CH:3]=[C:4]([C@@H:12]([CH2:22][CH:23]2[CH2:24][CH2:25][CH2:26][CH2:27]2)[C:13]([NH:15][C:16]2[CH:20]=[CH:19][N:18]([CH2:21][C:49]3[CH:50]=[C:51]([CH:55]=[CH:56][CH:57]=3)[C:52]([OH:54])=[O:53])[N:17]=2)=[O:14])[CH:5]=[CH:6][C:7]=1[S:8]([CH3:11])(=[O:10])=[O:9], predict the reactants needed to synthesize it. The reactants are: [Cl:1][C:2]1[CH:3]=[C:4]([C@@H:12]([CH2:22][CH:23]2[CH2:27][CH2:26][CH2:25][CH2:24]2)[C:13]([NH:15][C:16]2[CH:20]=[CH:19][N:18]([CH3:21])[N:17]=2)=[O:14])[CH:5]=[CH:6][C:7]=1[S:8]([CH3:11])(=[O:10])=[O:9].C(Cl)(=O)C(Cl)=O.N1C(C)=CC=CC=1C.NC1C=CN(C[C:49]2[CH:50]=[C:51]([CH:55]=[CH:56][CH:57]=2)[C:52]([OH:54])=[O:53])N=1. (7) The reactants are: COC1C=CC([C@@H:9]([N:11]([CH2:22][C:23]2[N:24]=[C:25]3[CH:30]=[CH:29][CH:28]=[C:27]([N:31]4[CH2:36][CH2:35][N:34]([CH3:37])[CH2:33][CH2:32]4)[N:26]3[CH:38]=2)[C@@H:12]2[C:21]3[N:20]=[CH:19][CH:18]=[CH:17][C:16]=3[CH2:15][CH2:14][CH2:13]2)[CH3:10])=CC=1.[CH:39]([C:42]1[CH:49]=[CH:48]C(C=O)=[CH:44][CH:43]=1)([CH3:41])[CH3:40]. Given the product [CH3:40][CH:39]([C:42]1[CH:49]=[CH:48][C:10]([CH2:9][N:11]([CH2:22][C:23]2[N:24]=[C:25]3[CH:30]=[CH:29][CH:28]=[C:27]([N:31]4[CH2:32][CH2:33][N:34]([CH3:37])[CH2:35][CH2:36]4)[N:26]3[CH:38]=2)[C@@H:12]2[C:21]3[N:20]=[CH:19][CH:18]=[CH:17][C:16]=3[CH2:15][CH2:14][CH2:13]2)=[CH:44][CH:43]=1)[CH3:41], predict the reactants needed to synthesize it.